From a dataset of Full USPTO retrosynthesis dataset with 1.9M reactions from patents (1976-2016). Predict the reactants needed to synthesize the given product. (1) Given the product [F:34][C:2]([F:1])([F:33])[C:3]1[CH:4]=[C:5]([CH:26]=[C:27]([C:29]([F:32])([F:31])[F:30])[CH:28]=1)[CH2:6][N:7]1[CH2:14][CH2:13][CH2:12][O:11][C:10]2[N+:15]([O-:43])=[CH:16][CH:17]=[C:18]([C:19]3[CH:20]=[CH:21][CH:22]=[CH:23][CH:24]=3)[C:9]=2[C:8]1=[O:25], predict the reactants needed to synthesize it. The reactants are: [F:1][C:2]([F:34])([F:33])[C:3]1[CH:4]=[C:5]([CH:26]=[C:27]([C:29]([F:32])([F:31])[F:30])[CH:28]=1)[CH2:6][N:7]1[CH2:14][CH2:13][CH2:12][O:11][C:10]2[N:15]=[CH:16][CH:17]=[C:18]([C:19]3[CH:24]=[CH:23][CH:22]=[CH:21][CH:20]=3)[C:9]=2[C:8]1=[O:25].ClC1C=CC=C(C(OO)=[O:43])C=1. (2) Given the product [F:30][C:31]1[CH:32]=[C:33]([CH:37]2[CH2:42][CH2:41][C:40](=[CH:2][O:3][CH3:4])[CH2:39][CH2:38]2)[CH:34]=[CH:35][CH:36]=1, predict the reactants needed to synthesize it. The reactants are: [Cl-].[CH3:2][O:3][CH2:4][P+](C1C=CC=CC=1)(C1C=CC=CC=1)C1C=CC=CC=1.CC(C)([O-])C.[K+].[F:30][C:31]1[CH:32]=[C:33]([CH:37]2[CH2:42][CH2:41][C:40](=O)[CH2:39][CH2:38]2)[CH:34]=[CH:35][CH:36]=1.O.